Dataset: Catalyst prediction with 721,799 reactions and 888 catalyst types from USPTO. Task: Predict which catalyst facilitates the given reaction. (1) Reactant: C([O:3][C:4]([C@@H:6]1[CH2:8][C@H:7]1[C:9]1[CH:14]=[CH:13][CH:12]=[CH:11][CH:10]=1)=[O:5])C.[OH-].[K+].O. Product: [C:9]1([C@@H:7]2[CH2:8][C@H:6]2[C:4]([OH:5])=[O:3])[CH:14]=[CH:13][CH:12]=[CH:11][CH:10]=1. The catalyst class is: 5. (2) Reactant: Cl[C:2]1[CH:3]=[CH:4][C:5]2[N:6]([C:8]([C:11]3[CH:16]=[CH:15][N:14]=[CH:13][CH:12]=3)=[CH:9][N:10]=2)[N:7]=1.[CH3:17][NH2:18].Cl.CN.C([O-])(O)=O.[Na+]. Product: [CH3:17][NH:18][C:2]1[CH:3]=[CH:4][C:5]2[N:6]([C:8]([C:11]3[CH:16]=[CH:15][N:14]=[CH:13][CH:12]=3)=[CH:9][N:10]=2)[N:7]=1. The catalyst class is: 7. (3) Reactant: Br[C:2]1[CH:3]=[N:4][CH:5]=[CH:6][CH:7]=1.C([Li])CCC.CON(C)[C:16]([CH:18]1[CH2:23][CH2:22][S:21][CH2:20][CH2:19]1)=[O:17]. Product: [N:4]1[CH:5]=[CH:6][CH:7]=[C:2]([C:16]([CH:18]2[CH2:23][CH2:22][S:21][CH2:20][CH2:19]2)=[O:17])[CH:3]=1. The catalyst class is: 27. (4) Reactant: [NH2:1][CH2:2][CH2:3][CH2:4][C:5]#[C:6][CH2:7][N:8]1[CH:12]=[C:11]([C:13]2[N:18]=[C:17]([C:19]([NH:21][C:22]3[C:23]([C:28]([O-])=[O:29])=[N:24][N:25]([CH3:27])[CH:26]=3)=[O:20])[CH:16]=[CH:15][CH:14]=2)[CH:10]=[N:9]1.[Li+].F[P-](F)(F)(F)(F)F.N1(O[P+](N(C)C)(N(C)C)N(C)C)C2C=CC=CC=2N=N1.C(N(C(C)C)C(C)C)C. Product: [CH3:27][N:25]1[CH:26]=[C:22]2[C:23]([C:28](=[O:29])[NH:1][CH2:2][CH2:3][CH2:4][C:5]#[C:6][CH2:7][N:8]3[CH:12]=[C:11]([C:13]4[N:18]=[C:17]([C:19](=[O:20])[NH:21]2)[CH:16]=[CH:15][CH:14]=4)[CH:10]=[N:9]3)=[N:24]1. The catalyst class is: 3.